From a dataset of Forward reaction prediction with 1.9M reactions from USPTO patents (1976-2016). Predict the product of the given reaction. (1) Given the reactants [C:1]([O:5][C:6]([NH:8][C:9]1[CH:14]=[CH:13][CH:12]=[CH:11][C:10]=1[NH:15][C:16](=[O:32])[C:17]1[CH:22]=[CH:21][C:20](B2OC(C)(C)C(C)(C)O2)=[CH:19][CH:18]=1)=[O:7])([CH3:4])([CH3:3])[CH3:2].Br[C:34]1[C:39]([Br:40])=[CH:38][CH:37]=[CH:36][N:35]=1, predict the reaction product. The product is: [Br:40][C:39]1[C:34]([C:20]2[CH:21]=[CH:22][C:17]([C:16]([NH:15][C:10]3[CH:11]=[CH:12][CH:13]=[CH:14][C:9]=3[NH:8][C:6](=[O:7])[O:5][C:1]([CH3:3])([CH3:2])[CH3:4])=[O:32])=[CH:18][CH:19]=2)=[N:35][CH:36]=[CH:37][CH:38]=1. (2) Given the reactants [C:1]([OH:12])(=O)/[CH:2]=[CH:3]/[CH2:4][CH2:5][CH2:6][CH2:7][CH2:8][CH2:9][CH3:10].[CH2:13]([NH:18][CH2:19][CH2:20][CH2:21][CH2:22][CH3:23])[CH2:14][CH2:15][CH2:16][CH3:17], predict the reaction product. The product is: [CH2:19]([N:18]([CH2:13][CH2:14][CH2:15][CH2:16][CH3:17])[C:1](=[O:12])/[CH:2]=[CH:3]/[CH2:4][CH2:5][CH2:6][CH2:7][CH2:8][CH2:9][CH3:10])[CH2:20][CH2:21][CH2:22][CH3:23]. (3) Given the reactants [CH3:1][C:2]1[CH:7]=[CH:6][N:5]([C:8]2[CH:12]=[CH:11][S:10][CH:9]=2)[C:4](=[O:13])[CH:3]=1.C(O[CH:19](N(C)C)[N:20]([CH3:22])[CH3:21])(C)(C)C, predict the reaction product. The product is: [CH3:19][N:20]([CH3:22])[CH:21]=[CH:1][C:2]1[CH:7]=[CH:6][N:5]([C:8]2[CH:12]=[CH:11][S:10][CH:9]=2)[C:4](=[O:13])[CH:3]=1. (4) Given the reactants [F:1][C:2]1[CH:3]=[CH:4][C:5]([C:8]2[CH:13]=[CH:12][C:11]([CH2:14]O)=[CH:10][CH:9]=2)=[N:6][CH:7]=1.C1(P(C2C=CC=CC=2)C2C=CC=CC=2)C=CC=CC=1.[Br:35]N1C(=O)CCC1=O, predict the reaction product. The product is: [Br:35][CH2:14][C:11]1[CH:12]=[CH:13][C:8]([C:5]2[CH:4]=[CH:3][C:2]([F:1])=[CH:7][N:6]=2)=[CH:9][CH:10]=1. (5) Given the reactants [C:1]([O:5][C:6]([N:8]1[CH2:13][CH2:12][C:11]2[S:14][C:15]([C:17]([OH:19])=O)=[CH:16][C:10]=2[CH2:9]1)=[O:7])([CH3:4])([CH3:3])[CH3:2].Cl.[CH3:21][NH:22][O:23][CH3:24].C1C=NC2N(O)N=NC=2C=1.C(N(C(C)C)CC)(C)C.CCN=C=NCCCN(C)C, predict the reaction product. The product is: [CH3:24][O:23][N:22]([CH3:21])[C:17]([C:15]1[S:14][C:11]2[CH2:12][CH2:13][N:8]([C:6]([O:5][C:1]([CH3:2])([CH3:3])[CH3:4])=[O:7])[CH2:9][C:10]=2[CH:16]=1)=[O:19]. (6) The product is: [Cl:1][C:2]1[CH:7]=[C:6]([NH2:8])[C:5]([I:14])=[CH:4][N:3]=1. Given the reactants [Cl:1][C:2]1[CH:7]=[C:6]([NH2:8])[CH:5]=[CH:4][N:3]=1.C([O-])(=O)C.[Na+].[I:14]Cl, predict the reaction product. (7) Given the reactants [CH:1]1([C:4]2[CH:5]=[C:6]([CH3:24])[C:7](=[O:23])[N:8]([CH2:11][CH2:12][C:13]3[CH:22]=[CH:21][C:16]([C:17]([O:19][CH3:20])=[O:18])=[CH:15][CH:14]=3)[C:9]=2[CH3:10])[CH2:3][CH2:2]1.[Br:25]Br.C(=O)([O-])O.[Na+].C(Cl)(Cl)Cl, predict the reaction product. The product is: [Br:25][CH2:10][C:9]1[N:8]([CH2:11][CH2:12][C:13]2[CH:22]=[CH:21][C:16]([C:17]([O:19][CH3:20])=[O:18])=[CH:15][CH:14]=2)[C:7](=[O:23])[C:6]([CH3:24])=[CH:5][C:4]=1[CH:1]1[CH2:2][CH2:3]1. (8) Given the reactants [I:1][C:2]1[CH:7]=[CH:6][N:5]=[C:4]2[C:8](N)=[N:9][NH:10][C:3]=12.N([O-])=O.[Na+], predict the reaction product. The product is: [I:1][C:2]1[CH:7]=[CH:6][N:5]=[C:4]2[CH:8]=[N:9][NH:10][C:3]=12. (9) Given the reactants [Fe:1].[C:2]([OH:21])(=[O:20])[CH2:3][CH2:4][CH2:5][CH2:6][CH2:7][CH2:8][CH2:9][CH2:10][CH2:11][CH2:12][CH2:13][CH2:14][CH2:15][CH2:16][CH2:17][CH2:18][CH3:19], predict the reaction product. The product is: [C:2]([O-:21])(=[O:20])[CH2:3][CH2:4][CH2:5][CH2:6][CH2:7][CH2:8][CH2:9][CH2:10][CH2:11][CH2:12][CH2:13][CH2:14][CH2:15][CH2:16][CH2:17][CH2:18][CH3:19].[Fe+2:1].[C:2]([O-:21])(=[O:20])[CH2:3][CH2:4][CH2:5][CH2:6][CH2:7][CH2:8][CH2:9][CH2:10][CH2:11][CH2:12][CH2:13][CH2:14][CH2:15][CH2:16][CH2:17][CH2:18][CH3:19].